Dataset: Reaction yield outcomes from USPTO patents with 853,638 reactions. Task: Predict the reaction yield, written as a fraction of the theoretical maximum amount of product (1.0 means a 100% yield; for example, 0.34 means a 34% yield). The reactants are [C:1]1([CH3:12])[CH:6]=[CH:5][C:4]([O:7][CH2:8][C:9](O)=[O:10])=[CH:3][CH:2]=1.C1(=S)C=CC=CC1[Cl:19]. No catalyst specified. The product is [C:1]1([CH3:12])[CH:6]=[CH:5][C:4]([O:7][CH2:8][C:9]([Cl:19])=[O:10])=[CH:3][CH:2]=1. The yield is 0.940.